Dataset: Full USPTO retrosynthesis dataset with 1.9M reactions from patents (1976-2016). Task: Predict the reactants needed to synthesize the given product. (1) Given the product [NH2:37][C:38](=[O:42])[C:39]([N:11]1[CH2:12][CH2:13][C@@H:14]([NH:15][C:16]2[C:17]3[N:18]([CH:25]=[C:26]([C:28]4[CH:29]=[N:30][C:31]([O:34][CH3:35])=[CH:32][CH:33]=4)[CH:27]=3)[N:19]=[CH:20][C:21]=2[C:22]([NH2:24])=[O:23])[C:9]([CH3:36])([CH3:8])[CH2:10]1)=[O:40], predict the reactants needed to synthesize it. The reactants are: OC(C(F)(F)F)=O.[CH3:8][C:9]1([CH3:36])[C@H:14]([NH:15][C:16]2[C:17]3[N:18]([CH:25]=[C:26]([C:28]4[CH:29]=[N:30][C:31]([O:34][CH3:35])=[CH:32][CH:33]=4)[CH:27]=3)[N:19]=[CH:20][C:21]=2[C:22]([NH2:24])=[O:23])[CH2:13][CH2:12][NH:11][CH2:10]1.[NH2:37][C:38](=[O:42])[C:39](O)=[O:40].CN(C(ON1N=NC2C=CC=NC1=2)=[N+](C)C)C.F[P-](F)(F)(F)(F)F.C(N(CC)CC)C. (2) Given the product [F:1][C:2]1[CH:9]=[CH:8][C:7]([F:10])=[CH:6][C:3]=1[CH2:4][NH:11][C:12]1[CH:13]=[C:14]2[C:18]3=[C:19]([CH2:21][S:22][CH2:23][CH2:24][N:17]3[C@H:16]3[CH2:25][CH2:26][NH:27][CH2:28][C@@H:15]23)[CH:20]=1, predict the reactants needed to synthesize it. The reactants are: [F:1][C:2]1[CH:9]=[CH:8][C:7]([F:10])=[CH:6][C:3]=1[CH:4]=O.[NH2:11][C:12]1[CH:13]=[C:14]2[C:18]3=[C:19]([CH2:21][S:22][CH2:23][CH2:24][N:17]3[C@H:16]3[CH2:25][CH2:26][N:27](C(OC(C)(C)C)=O)[CH2:28][C@@H:15]23)[CH:20]=1. (3) Given the product [CH2:1]([C:5]1[CH:6]=[CH:7][C:8]([C:11]2[CH:12]=[CH:13][C:14]3[C:15]4[CH2:27][C:26]5[C:21](=[CH:22][CH:23]=[C:24]([NH:28][C:36]([NH2:37])=[O:34])[CH:25]=5)[C:16]=4[NH:17][C:18]=3[C:19]=2[F:20])=[CH:9][CH:10]=1)[CH2:2][CH2:3][CH3:4], predict the reactants needed to synthesize it. The reactants are: [CH2:1]([C:5]1[CH:10]=[CH:9][C:8]([C:11]2[CH:12]=[CH:13][C:14]3[C:15]4[CH2:27][C:26]5[C:21](=[CH:22][CH:23]=[C:24]([NH2:28])[CH:25]=5)[C:16]=4[NH:17][C:18]=3[C:19]=2[F:20])=[CH:7][CH:6]=1)[CH2:2][CH2:3][CH3:4].CC(O)=O.O.[O:34]([C:36]#[N:37])[Na]. (4) Given the product [OH:16][C@@H:15]([CH2:17][N:29]1[CH2:33][CH2:32][CH2:31][CH2:30]1)[CH2:14][O:13][C:12]1[CH:11]=[C:10]2[C:5]([C:6]([O:18][C:19]3[CH:20]=[C:21]4[C:25](=[CH:26][CH:27]=3)[NH:24][C:23]([CH3:28])=[CH:22]4)=[N:7][CH:8]=[N:9]2)=[CH:4][C:3]=1[O:2][CH3:1], predict the reactants needed to synthesize it. The reactants are: [CH3:1][O:2][C:3]1[CH:4]=[C:5]2[C:10](=[CH:11][C:12]=1[O:13][CH2:14][C@@H:15]1[CH2:17][O:16]1)[N:9]=[CH:8][N:7]=[C:6]2[O:18][C:19]1[CH:20]=[C:21]2[C:25](=[CH:26][CH:27]=1)[NH:24][C:23]([CH3:28])=[CH:22]2.[NH:29]1[CH2:33][CH2:32][CH2:31][CH2:30]1. (5) The reactants are: [Cl:1][C:2]1[C:6]([NH:7][C:8](=[O:10])[CH3:9])=[CH:5][N:4]([C:11]2[CH:12]=[N:13][CH:14]=[CH:15][CH:16]=2)[N:3]=1.[CH2:17](Br)[CH3:18].[H-].[Na+].CC(C)([O-])C.[Na+]. Given the product [Cl:1][C:2]1[C:6]([N:7]([CH2:17][CH3:18])[C:8](=[O:10])[CH3:9])=[CH:5][N:4]([C:11]2[CH:12]=[N:13][CH:14]=[CH:15][CH:16]=2)[N:3]=1, predict the reactants needed to synthesize it. (6) Given the product [F:1][C:2]1[CH:3]=[C:4]([C:24]2=[CH:25][C:26]3[C:27]([CH:32]([O:35][Si:36]([CH:40]([CH3:42])[CH3:41])([CH:43]([CH3:45])[CH3:44])[CH:37]([CH3:38])[CH3:39])[CH2:33][CH2:34]2)=[N:28][CH:29]=[CH:30][CH:31]=3)[CH:5]=[CH:6][C:7]=1[F:8], predict the reactants needed to synthesize it. The reactants are: [F:1][C:2]1[CH:3]=[C:4](B(O)O)[CH:5]=[CH:6][C:7]=1[F:8].C(=O)([O-])[O-].[Na+].[Na+].FC(F)(F)S(O[C:24]1=[CH:25][C:26]2[C:27]([CH:32]([O:35][Si:36]([CH:43]([CH3:45])[CH3:44])([CH:40]([CH3:42])[CH3:41])[CH:37]([CH3:39])[CH3:38])[CH2:33][CH2:34]1)=[N:28][CH:29]=[CH:30][CH:31]=2)(=O)=O. (7) Given the product [C:12]([O:11][C:9]([N:25]1[CH2:26][CH2:27][C:21]2[CH:20]=[C:19]([N+:16]([O-:18])=[O:17])[CH:29]=[CH:28][C:22]=2[CH2:23][CH2:24]1)=[O:10])([CH3:13])([CH3:14])[CH3:15], predict the reactants needed to synthesize it. The reactants are: [C:9](O[C:9]([O:11][C:12]([CH3:15])([CH3:14])[CH3:13])=[O:10])([O:11][C:12]([CH3:15])([CH3:14])[CH3:13])=[O:10].[N+:16]([C:19]1[CH:29]=[CH:28][C:22]2[CH2:23][CH2:24][NH:25][CH2:26][CH2:27][C:21]=2[CH:20]=1)([O-:18])=[O:17].C(N(CC)CC)C. (8) Given the product [C:21]([O:25][C:26](=[O:45])[N:27]([CH2:34][C:35]1[CH:44]=[CH:43][C:38]2[O:39][CH2:40][CH2:41][O:42][C:37]=2[CH:36]=1)[CH:28]1[CH2:33][CH2:32][N:31]([CH2:17][CH2:16][N:13]2[C:14]3[C:9](=[CH:8][CH:7]=[C:6]([O:5][CH3:4])[CH:15]=3)[C:10]([CH3:20])=[CH:11][C:12]2=[O:19])[CH2:30][CH2:29]1)([CH3:24])([CH3:22])[CH3:23], predict the reactants needed to synthesize it. The reactants are: ClCCl.[CH3:4][O:5][C:6]1[CH:15]=[C:14]2[C:9]([C:10]([CH3:20])=[CH:11][C:12](=[O:19])[N:13]2[CH2:16][CH:17]=O)=[CH:8][CH:7]=1.[C:21]([O:25][C:26](=[O:45])[N:27]([CH2:34][C:35]1[CH:44]=[CH:43][C:38]2[O:39][CH2:40][CH2:41][O:42][C:37]=2[CH:36]=1)[CH:28]1[CH2:33][CH2:32][NH:31][CH2:30][CH2:29]1)([CH3:24])([CH3:23])[CH3:22].C(O[BH-](OC(=O)C)OC(=O)C)(=O)C.[Na+]. (9) Given the product [Cl:1][C:2]1[CH:7]=[CH:6][CH:5]=[CH:4][C:3]=1[C:8]1[C:16]2[O:15][CH:14]([CH2:17][NH:32][CH3:31])[CH2:13][C:12]=2[CH:11]=[C:10]([O:29][CH3:30])[CH:9]=1, predict the reactants needed to synthesize it. The reactants are: [Cl:1][C:2]1[CH:7]=[CH:6][CH:5]=[CH:4][C:3]=1[C:8]1[C:16]2[O:15][CH:14]([CH2:17]OS(C3C=CC(C)=CC=3)(=O)=O)[CH2:13][C:12]=2[CH:11]=[C:10]([O:29][CH3:30])[CH:9]=1.[CH3:31][NH2:32]. (10) Given the product [NH:34]1[CH2:39][CH2:38][CH:37]([NH:40][C:41]2[N:42]=[CH:43][C:44]([O:47][S:48]([CH3:51])(=[O:49])=[O:50])=[CH:45][CH:46]=2)[CH2:36][CH2:35]1, predict the reactants needed to synthesize it. The reactants are: ClC1C=CC(CN2CCC(NC3C=CC(C#N)=CC=3)CC2)=CC=1OCC.C(OC([N:34]1[CH2:39][CH2:38][CH:37]([N:40](C(OC(C)(C)C)=O)[C:41]2[CH:46]=[CH:45][C:44]([O:47][S:48]([CH3:51])(=[O:50])=[O:49])=[CH:43][N:42]=2)[CH2:36][CH2:35]1)=O)(C)(C)C.Cl.